Task: Predict the product of the given reaction.. Dataset: Forward reaction prediction with 1.9M reactions from USPTO patents (1976-2016) Given the reactants [OH-].[Na+].C([O:5][C:6]([C:8]1[CH:12]=[C:11]([CH2:13][CH:14]([C:16]2[CH:21]=[CH:20][CH:19]=[CH:18][CH:17]=2)[CH3:15])[NH:10][N:9]=1)=[O:7])C, predict the reaction product. The product is: [C:16]1([CH:14]([CH3:15])[CH2:13][C:11]2[NH:10][N:9]=[C:8]([C:6]([OH:7])=[O:5])[CH:12]=2)[CH:17]=[CH:18][CH:19]=[CH:20][CH:21]=1.